Dataset: Peptide-MHC class I binding affinity with 185,985 pairs from IEDB/IMGT. Task: Regression. Given a peptide amino acid sequence and an MHC pseudo amino acid sequence, predict their binding affinity value. This is MHC class I binding data. The peptide sequence is GHLAASVTL. The MHC is HLA-B27:05 with pseudo-sequence HLA-B27:05. The binding affinity (normalized) is 0.0847.